From a dataset of Full USPTO retrosynthesis dataset with 1.9M reactions from patents (1976-2016). Predict the reactants needed to synthesize the given product. (1) The reactants are: [C:1]1([S:7]([N:10]2[CH2:15][CH2:14][CH:13]([CH2:16][N:17]3[C:25]4[C:20](=[CH:21][C:22]([C:26]5[CH:27]=[N:28][N:29](C6CCCCO6)[CH:30]=5)=[CH:23][CH:24]=4)[CH:19]=[N:18]3)[CH2:12][CH2:11]2)(=[O:9])=[O:8])[CH:6]=[CH:5][CH:4]=[CH:3][CH:2]=1.O.C1(C)C=CC(S(O)(=O)=O)=CC=1. Given the product [C:1]1([S:7]([N:10]2[CH2:11][CH2:12][CH:13]([CH2:16][N:17]3[C:25]4[C:20](=[CH:21][C:22]([C:26]5[CH:30]=[N:29][NH:28][CH:27]=5)=[CH:23][CH:24]=4)[CH:19]=[N:18]3)[CH2:14][CH2:15]2)(=[O:8])=[O:9])[CH:6]=[CH:5][CH:4]=[CH:3][CH:2]=1, predict the reactants needed to synthesize it. (2) Given the product [Cl:1][C:2]1[CH:7]=[CH:6][CH:5]=[CH:4][C:3]=1[N:8]1[C:12]([O:13][CH2:19][C:20]([O:22][CH3:23])=[O:21])=[CH:11][C:10]([C:14]([F:17])([F:15])[F:16])=[N:9]1, predict the reactants needed to synthesize it. The reactants are: [Cl:1][C:2]1[CH:7]=[CH:6][CH:5]=[CH:4][C:3]=1[N:8]1[C:12]([OH:13])=[CH:11][C:10]([C:14]([F:17])([F:16])[F:15])=[N:9]1.Br[CH2:19][C:20]([O:22][CH3:23])=[O:21].C([O-])([O-])=O.[K+].[K+]. (3) The reactants are: Br[C:2](Br)=[CH:3][C:4]1[C:9]([CH2:10][CH3:11])=[C:8]([F:12])[CH:7]=[CH:6][C:5]=1[F:13].[CH2:15]([NH2:18])[CH2:16][NH2:17]. Given the product [CH2:10]([C:9]1[C:8]([F:12])=[CH:7][CH:6]=[C:5]([F:13])[C:4]=1[CH2:3][C:2]1[NH:17][CH2:16][CH2:15][N:18]=1)[CH3:11], predict the reactants needed to synthesize it.